Dataset: Forward reaction prediction with 1.9M reactions from USPTO patents (1976-2016). Task: Predict the product of the given reaction. (1) Given the reactants Br[C:2]1[CH:3]=[C:4]([O:9][C@@H:10]([C:12]2[C:17]([Cl:18])=[CH:16][CH:15]=[C:14]([F:19])[C:13]=2[Cl:20])[CH3:11])[C:5]([NH2:8])=[N:6][CH:7]=1.[CH3:21][S:22]([N:25]1[CH:29]=[C:28](B2OC(C)(C)C(C)(C)O2)[CH:27]=[N:26]1)(=[O:24])=[O:23].CC1(C)C(C)(C)OB(C2C=NNC=2)O1.CS(Cl)(=O)=O, predict the reaction product. The product is: [Cl:20][C:13]1[C:14]([F:19])=[CH:15][CH:16]=[C:17]([Cl:18])[C:12]=1[CH:10]([O:9][C:4]1[C:5]([NH2:8])=[N:6][CH:7]=[C:2]([C:28]2[CH:27]=[N:26][N:25]([S:22]([CH3:21])(=[O:24])=[O:23])[CH:29]=2)[CH:3]=1)[CH3:11]. (2) Given the reactants [C:1]1(=[O:8])[O:7][C:5](=[O:6])[CH2:4][CH2:3][CH2:2]1.[NH:9]1[C:13]2[CH:14]=[CH:15][CH:16]=[CH:17][C:12]=2[NH:11][C:10]1=[O:18].[Cl-].[Al+3].[Cl-].[Cl-].Cl, predict the reaction product. The product is: [NH:9]1[C:13]2[CH:14]=[C:15]([C:5](=[O:6])[CH2:4][CH2:3][CH2:2][C:1]([OH:7])=[O:8])[CH:16]=[CH:17][C:12]=2[NH:11][C:10]1=[O:18].